Dataset: Forward reaction prediction with 1.9M reactions from USPTO patents (1976-2016). Task: Predict the product of the given reaction. (1) The product is: [O:9]=[C:8]1[C:7]2[CH:10]=[CH:11][CH:12]=[CH:13][C:6]=2[S:5][N:4]1[CH2:3][C:2]([N:14]1[CH2:19][CH2:18][N:17]([C:21]([O:23][CH2:24][C:25]2[CH:30]=[CH:29][CH:28]=[CH:27][CH:26]=2)=[O:22])[CH2:16][CH2:15]1)=[O:1]. Given the reactants [O:1]=[C:2]([N:14]1[CH2:19][CH2:18][NH:17][CH2:16][CH2:15]1)[CH2:3][N:4]1[C:8](=[O:9])[C:7]2[CH:10]=[CH:11][CH:12]=[CH:13][C:6]=2[S:5]1.Cl[C:21]([O:23][CH2:24][C:25]1[CH:30]=[CH:29][CH:28]=[CH:27][CH:26]=1)=[O:22].CCN(C(C)C)C(C)C, predict the reaction product. (2) The product is: [C:16]1([CH2:15][O:14][C:12]([NH:11][CH2:10][CH2:9][CH2:8][C:5]2[CH:6]=[CH:7][C:2]([CH2:34][CH2:33][NH:32][C:30]([O:29][CH2:28][C:22]3[CH:27]=[CH:26][CH:25]=[CH:24][CH:23]=3)=[O:31])=[CH:3][CH:4]=2)=[O:13])[CH:21]=[CH:20][CH:19]=[CH:18][CH:17]=1. Given the reactants Br[C:2]1[CH:7]=[CH:6][C:5]([CH2:8][CH2:9][CH2:10][NH:11][C:12]([O:14][CH2:15][C:16]2[CH:21]=[CH:20][CH:19]=[CH:18][CH:17]=2)=[O:13])=[CH:4][CH:3]=1.[C:22]1([CH2:28][O:29][C:30]([NH:32][CH2:33][CH:34]=C)=[O:31])[CH:27]=[CH:26][CH:25]=[CH:24][CH:23]=1.B1C2CCCC1CCC2.[OH-].[Na+], predict the reaction product.